Predict which catalyst facilitates the given reaction. From a dataset of Catalyst prediction with 721,799 reactions and 888 catalyst types from USPTO. (1) Reactant: [Cl:1][C:2]1[C:7](C#N)=[CH:6][C:5]([F:10])=[C:4]([Cl:11])[N:3]=1.C([CH:14]([C:18]([O-:20])=O)[C:15]([O-:17])=[O:16])C.[K+].[K+].Cl.Cl[CH2:25][CH2:26]Cl. Product: [Cl:1][C:2]1[C:7]([C:18](=[O:20])[CH2:14][C:15]([O:17][CH2:25][CH3:26])=[O:16])=[CH:6][C:5]([F:10])=[C:4]([Cl:11])[N:3]=1. The catalyst class is: 530. (2) Reactant: [CH3:1][N:2]1[C:7](=[O:8])[C:6]([CH3:9])=[CH:5][C:4]([C:10]([OH:12])=O)=[CH:3]1.CCN(C(C)C)C(C)C.CN(C(ON1N=NC2C=CC=NC1=2)=[N+](C)C)C.F[P-](F)(F)(F)(F)F.[NH2:46][C:47]1[CH:48]=[C:49]2[C:53](=[CH:54][C:55]=1[NH:56][C@@H:57]([CH3:61])[CH2:58][O:59][CH3:60])[N:52]([CH3:62])[C:51](=[O:63])[C:50]2([CH3:65])[CH3:64]. Product: [CH3:60][O:59][CH2:58][C@@H:57]([NH:56][C:55]1[CH:54]=[C:53]2[C:49]([C:50]([CH3:65])([CH3:64])[C:51](=[O:63])[N:52]2[CH3:62])=[CH:48][C:47]=1[NH:46][C:10]([C:4]1[CH:5]=[C:6]([CH3:9])[C:7](=[O:8])[N:2]([CH3:1])[CH:3]=1)=[O:12])[CH3:61]. The catalyst class is: 37. (3) Reactant: [C:1]([CH2:3]P(=O)(OCC)OCC)#[N:2].CC([O-])(C)C.[K+].O=[C:19]1[CH2:23][CH2:22][N:21]([C:24]([O:26][C:27]([CH3:30])([CH3:29])[CH3:28])=[O:25])[CH2:20]1. Product: [C:1]([CH:3]=[C:19]1[CH2:23][CH2:22][N:21]([C:24]([O:26][C:27]([CH3:30])([CH3:29])[CH3:28])=[O:25])[CH2:20]1)#[N:2]. The catalyst class is: 1. (4) Reactant: [OH:1][CH:2]1[CH2:7][CH2:6]/[C:5](=[N:8]\O)/[CH2:4][C:3]1([CH3:11])[CH3:10].C(Cl)Cl. Product: [NH2:8][CH:5]1[CH2:6][CH2:7][CH:2]([OH:1])[C:3]([CH3:11])([CH3:10])[CH2:4]1. The catalyst class is: 94. (5) Reactant: [NH:1]=[C:2]1[CH:7]=[C:6]([O:8][CH3:9])[CH:5]=[CH:4][N:3]1[CH2:10][C:11](O)=O.P(Cl)(Cl)([Cl:16])=O.O. Product: [Cl:16][C:11]1[N:1]=[C:2]2[CH:7]=[C:6]([O:8][CH3:9])[CH:5]=[CH:4][N:3]2[CH:10]=1. The catalyst class is: 11. (6) The catalyst class is: 9. Reactant: [OH:1][C:2]1[CH:9]=[CH:8][C:5]([CH:6]=[O:7])=[CH:4][CH:3]=1.C(=O)([O-])[O-].[Cs+].[Cs+].[CH:16]1(Br)[CH2:19][CH2:18][CH2:17]1.[OH-].[Na+]. Product: [CH:16]1([O:1][C:2]2[CH:9]=[CH:8][C:5]([CH:6]=[O:7])=[CH:4][CH:3]=2)[CH2:19][CH2:18][CH2:17]1. (7) Reactant: [CH:1]1([NH:4][C:5]2[CH:10]=[CH:9][N:8]=[CH:7][C:6]=2[N+:11]([O-])=O)[CH2:3][CH2:2]1.OCC1(OC[C@@H](O)[C@@H](O)[C@H]1O)O. Product: [CH:1]1([NH:4][C:5]2[CH:10]=[CH:9][N:8]=[CH:7][C:6]=2[NH2:11])[CH2:3][CH2:2]1. The catalyst class is: 29. (8) Reactant: C[O:2][C:3]([C:5]1[CH:17]=[C:16]([C:18]2[CH:23]=[CH:22][C:21]([CH3:24])=[CH:20][N:19]=2)[C:8]2[N:9]=[CH:10][N:11]([CH2:12][CH:13]([CH3:15])[CH3:14])[C:7]=2[CH:6]=1)=[O:4].[Li+].[OH-].Cl. Product: [CH2:12]([N:11]1[C:7]2[CH:6]=[C:5]([C:3]([OH:4])=[O:2])[CH:17]=[C:16]([C:18]3[CH:23]=[CH:22][C:21]([CH3:24])=[CH:20][N:19]=3)[C:8]=2[N:9]=[CH:10]1)[CH:13]([CH3:15])[CH3:14]. The catalyst class is: 24. (9) Reactant: [Cl:1][C:2]1[CH:11]=[C:10]([C:12]([O:14]C)=[O:13])[CH:9]=[C:8]([Cl:16])[C:3]=1[C:4]([O:6][CH3:7])=[O:5].[OH-].[Na+]. Product: [Cl:1][C:2]1[CH:11]=[C:10]([CH:9]=[C:8]([Cl:16])[C:3]=1[C:4]([O:6][CH3:7])=[O:5])[C:12]([OH:14])=[O:13]. The catalyst class is: 20.